From a dataset of Forward reaction prediction with 1.9M reactions from USPTO patents (1976-2016). Predict the product of the given reaction. (1) Given the reactants [NH2:1][CH2:2][CH2:3][CH2:4][N:5]1[C:13]2[C:8](=[CH:9][C:10]([Br:14])=[CH:11][CH:12]=2)[C:7]2([O:19][CH2:18][CH2:17][CH2:16][O:15]2)[C:6]1=O.N, predict the reaction product. The product is: [Br:14][C:10]1[CH:11]=[CH:12][C:13]2[N:5]3[CH2:4][CH2:3][CH2:2][N:1]=[C:6]3[C:7]3([O:19][CH2:18][CH2:17][CH2:16][O:15]3)[C:8]=2[CH:9]=1. (2) Given the reactants [F:1][CH:2]([F:29])[O:3][C:4]1[CH:5]=[C:6]([C:11]2[O:12][CH:13]=[C:14]([CH2:16][CH2:17][C:18]([C:20]3[CH:25]=[CH:24][CH:23]=[CH:22][C:21]=3[O:26][CH2:27][CH3:28])=[O:19])[N:15]=2)[CH:7]=[CH:8][C:9]=1[OH:10].[CH2:30](I)[CH3:31], predict the reaction product. The product is: [F:29][CH:2]([F:1])[O:3][C:4]1[CH:5]=[C:6]([C:11]2[O:12][CH:13]=[C:14]([CH2:16][CH2:17][C:18]([C:20]3[CH:25]=[CH:24][CH:23]=[CH:22][C:21]=3[O:26][CH2:27][CH3:28])=[O:19])[N:15]=2)[CH:7]=[CH:8][C:9]=1[O:10][CH2:30][CH3:31].